This data is from Retrosynthesis with 50K atom-mapped reactions and 10 reaction types from USPTO. The task is: Predict the reactants needed to synthesize the given product. (1) Given the product O=C(c1ccccc1)c1cnc2c(C(F)(F)F)cccc2c1-c1cccc(OCC2CCCCC2)c1, predict the reactants needed to synthesize it. The reactants are: BrCC1CCCCC1.O=C(c1ccccc1)c1cnc2c(C(F)(F)F)cccc2c1-c1cccc(O)c1. (2) Given the product CCOc1ccc(-c2cccc3c2CCC3=O)c(OCC(C)C)c1OC, predict the reactants needed to synthesize it. The reactants are: CC(C)CBr.CCOc1ccc(-c2cccc3c2CCC3=O)c(O)c1OC. (3) The reactants are: O=C(O)CCn1ccc2cc(Cl)ccc21.O=S(=O)(Nc1ncns1)c1ccc(N2CCNCC2)cc1. Given the product O=C(CCn1ccc2cc(Cl)ccc21)N1CCN(c2ccc(S(=O)(=O)Nc3ncns3)cc2)CC1, predict the reactants needed to synthesize it.